This data is from Full USPTO retrosynthesis dataset with 1.9M reactions from patents (1976-2016). The task is: Predict the reactants needed to synthesize the given product. (1) Given the product [CH3:6][O:7][C:8]([N:10]1[CH2:15][CH2:14][CH2:13][CH:12]([NH2:16])[CH2:11]1)=[O:9], predict the reactants needed to synthesize it. The reactants are: C(O)(=O)C.Cl.[CH3:6][O:7][C:8]([N:10]1[CH2:15][CH2:14][CH2:13][CH:12]([NH:16]C(C2C=CC=CC=2)(C2C=CC=CC=2)C2C=CC=CC=2)[CH2:11]1)=[O:9]. (2) Given the product [O:35]1[CH2:40][CH2:39][N:38]([C:41]2[C:46]([NH:47][C:55]3[C:64]4[C:59](=[CH:60][C:61]([F:66])=[CH:62][C:63]=4[F:65])[N:58]=[C:57]([C:67]4[CH:68]=[N:69][C:70]([N:73]5[CH2:74][CH2:75][NH:76][CH2:77][CH2:78]5)=[CH:71][CH:72]=4)[C:56]=3[CH3:79])=[CH:45][C:44]([N:48]3[CH2:49][CH2:50][O:51][CH2:52][CH2:53]3)=[CH:43][N:42]=2)[CH2:37][CH2:36]1, predict the reactants needed to synthesize it. The reactants are: C1(P(C2CCCCC2)C2C=CC=CC=2C2C(C(C)C)=CC(C(C)C)=CC=2C(C)C)CCCCC1.[O:35]1[CH2:40][CH2:39][N:38]([C:41]2[C:46]([NH2:47])=[CH:45][C:44]([N:48]3[CH2:53][CH2:52][O:51][CH2:50][CH2:49]3)=[CH:43][N:42]=2)[CH2:37][CH2:36]1.Cl[C:55]1[C:64]2[C:59](=[CH:60][C:61]([F:66])=[CH:62][C:63]=2[F:65])[N:58]=[C:57]([C:67]2[CH:68]=[N:69][C:70]([N:73]3[CH2:78][CH2:77][NH:76][CH2:75][CH2:74]3)=[CH:71][CH:72]=2)[C:56]=1[CH3:79].CC(C)([O-])C.[Na+]. (3) Given the product [C:1]([O:5][C:6]([N:8]1[CH2:11][CH:10]([O:12][C:28]2[C:23]([O:22][CH2:15][C:16]3[CH:17]=[CH:18][CH:19]=[CH:20][CH:21]=3)=[N:24][CH:25]=[C:26]([Cl:30])[CH:27]=2)[CH2:9]1)=[O:7])([CH3:4])([CH3:2])[CH3:3], predict the reactants needed to synthesize it. The reactants are: [C:1]([O:5][C:6]([N:8]1[CH2:11][CH:10]([OH:12])[CH2:9]1)=[O:7])([CH3:4])([CH3:3])[CH3:2].[H-].[Na+].[CH2:15]([O:22][C:23]1[C:28](F)=[CH:27][C:26]([Cl:30])=[CH:25][N:24]=1)[C:16]1[CH:21]=[CH:20][CH:19]=[CH:18][CH:17]=1.O. (4) Given the product [N:13]1[CH:14]=[CH:15][CH:16]=[C:11]([C:8]2[S:9][CH:10]=[C:6]([CH:4]=[O:3])[N:7]=2)[CH:12]=1, predict the reactants needed to synthesize it. The reactants are: C([O:3][C:4]([C:6]1[N:7]=[C:8]([C:11]2[CH:12]=[N:13][CH:14]=[CH:15][CH:16]=2)[S:9][CH:10]=1)=O)C.CC(C[AlH]CC(C)C)C.CO.C(C(C(C([O-])=O)O)O)([O-])=O.[K+].[Na+].